This data is from Peptide-MHC class I binding affinity with 185,985 pairs from IEDB/IMGT. The task is: Regression. Given a peptide amino acid sequence and an MHC pseudo amino acid sequence, predict their binding affinity value. This is MHC class I binding data. (1) The peptide sequence is LYKLMGHFSW. The MHC is HLA-A01:01 with pseudo-sequence HLA-A01:01. The binding affinity (normalized) is 0.0923. (2) The peptide sequence is VTIPQIGGM. The MHC is HLA-B15:09 with pseudo-sequence HLA-B15:09. The binding affinity (normalized) is 0.0847.